From a dataset of Tyrosyl-DNA phosphodiesterase HTS with 341,365 compounds. Binary Classification. Given a drug SMILES string, predict its activity (active/inactive) in a high-throughput screening assay against a specified biological target. (1) The molecule is s1c2c(CC(OC2)(C)C)c2c1n(c(=O)n(c2=O)CC(=O)NCC1OCCC1)C. The result is 0 (inactive). (2) The compound is N1(CCN(CC1)c1n2c(nc(c1)C)nnc2)c1c(c(ccc1)C)C. The result is 0 (inactive). (3) The molecule is s1c(c(OCC)cc1)C(OC)=O. The result is 0 (inactive). (4) The compound is FC(F)(F)c1c(c2c(NCCc3[nH]cnc3)ncnc2)cccc1. The result is 0 (inactive). (5) The compound is s1c2c(nc1NNC(=O)c1ccc(F)cc1)cc1OCCOc1c2. The result is 0 (inactive). (6) The drug is O=C(NN\C=C1\C=CC(=O)C=C1)c1c2c(nc(c1)CC)cccc2. The result is 0 (inactive).